Predict the reaction yield, written as a fraction of the theoretical maximum amount of product (1.0 means a 100% yield; for example, 0.34 means a 34% yield). From a dataset of Reaction yield outcomes from USPTO patents with 853,638 reactions. (1) The reactants are [CH3:1][C:2]([CH3:12])([O:5][CH:6]1[CH2:11][CH2:10][CH2:9][CH2:8][O:7]1)[C:3]#[CH:4].C([Li])CCC.Cl[C:19]([O:21][CH2:22][CH3:23])=[O:20]. The catalyst is C1COCC1. The product is [CH2:22]([O:21][C:19](=[O:20])[C:4]#[C:3][C:2]([CH3:12])([O:5][CH:6]1[CH2:11][CH2:10][CH2:9][CH2:8][O:7]1)[CH3:1])[CH3:23]. The yield is 0.530. (2) The reactants are [CH:1]([C:4]1[CH:9]=[C:8]([CH:10]([CH3:12])[CH3:11])[C:7]([S:13]([C:16]2[CH:21]=[CH:20][CH:19]=[CH:18][CH:17]=2)(=[O:15])=[O:14])=[CH:6][C:5]=1[S:22](Cl)(=[O:24])=[O:23])([CH3:3])[CH3:2].[O:26]1[CH2:31][CH2:30][CH:29]([CH2:32][NH2:33])[CH2:28][CH2:27]1. No catalyst specified. The product is [CH:1]([C:4]1[CH:9]=[C:8]([CH:10]([CH3:12])[CH3:11])[C:7]([S:13]([C:16]2[CH:21]=[CH:20][CH:19]=[CH:18][CH:17]=2)(=[O:15])=[O:14])=[CH:6][C:5]=1[S:22]([NH:33][CH2:32][CH:29]1[CH2:30][CH2:31][O:26][CH2:27][CH2:28]1)(=[O:24])=[O:23])([CH3:3])[CH3:2]. The yield is 0.930. (3) The reactants are [OH-].[Na+].[NH:3]([C:56]([O:58][C:59]([CH3:62])([CH3:61])[CH3:60])=[O:57])[C@H:4]([C:9]([NH:11][C@H:12]([C:17]([NH:19][C@H:20]([C:36]([NH:38][C@H:39]([C:44]([NH:46][C@H:47]([C:52]([O:54]C)=[O:53])[CH2:48][CH:49]([CH3:51])[CH3:50])=[O:45])[CH2:40][CH:41]([CH3:43])[CH3:42])=[O:37])[CH2:21][CH2:22][CH2:23][CH2:24][NH:25][C:26]([O:28][CH2:29][C:30]1[CH:35]=[CH:34][CH:33]=[CH:32][CH:31]=1)=[O:27])=[O:18])[CH2:13][CH:14]([CH3:16])[CH3:15])=[O:10])[CH2:5][CH:6]([CH3:8])[CH3:7].C1COCC1.C(O)=O. The catalyst is O.C(OCC)(=O)C. The product is [NH:3]([C:56]([O:58][C:59]([CH3:62])([CH3:61])[CH3:60])=[O:57])[C@H:4]([C:9]([NH:11][C@H:12]([C:17]([NH:19][C@H:20]([C:36]([NH:38][C@H:39]([C:44]([NH:46][C@H:47]([C:52]([OH:54])=[O:53])[CH2:48][CH:49]([CH3:50])[CH3:51])=[O:45])[CH2:40][CH:41]([CH3:42])[CH3:43])=[O:37])[CH2:21][CH2:22][CH2:23][CH2:24][NH:25][C:26]([O:28][CH2:29][C:30]1[CH:35]=[CH:34][CH:33]=[CH:32][CH:31]=1)=[O:27])=[O:18])[CH2:13][CH:14]([CH3:16])[CH3:15])=[O:10])[CH2:5][CH:6]([CH3:8])[CH3:7]. The yield is 0.975. (4) The reactants are [O:1]=[C:2]1[C:11]2[CH:12]=[CH:13][S:14][C:10]=2[C:9]2[CH:8]=[CH:7][C:6]([C:15]([O:17][CH3:18])=[O:16])=[CH:5][C:4]=2[NH:3]1.C1C(=O)N([Br:26])C(=O)C1.O.N. The catalyst is C(Cl)(Cl)Cl.C(O)(=O)C. The product is [Br:26][C:13]1[S:14][C:10]2[C:9]3[CH:8]=[CH:7][C:6]([C:15]([O:17][CH3:18])=[O:16])=[CH:5][C:4]=3[NH:3][C:2](=[O:1])[C:11]=2[CH:12]=1. The yield is 0.760. (5) The product is [OH:1][CH2:2][C:3]1[CH:8]=[CH:7][C:6]([O:9][C:12](=[O:13])[N:11]([CH3:10])[C:15]2[CH:20]=[CH:19][CH:18]=[CH:17][CH:16]=2)=[CH:5][CH:4]=1. The yield is 0.850. The catalyst is C(Cl)Cl. The reactants are [OH:1][CH2:2][C:3]1[CH:8]=[CH:7][C:6]([OH:9])=[CH:5][CH:4]=1.[CH3:10][N:11]([C:15]1[CH:20]=[CH:19][CH:18]=[CH:17][CH:16]=1)[C:12](Cl)=[O:13]. (6) The reactants are [Cl:1][C:2]1[N:7]=[CH:6][C:5]([CH2:8][O:9][C:10]2[CH:11]=[CH:12][C:13]3[O:17][C:16]([CH:18]([NH:25][C:26]4[CH:31]=[CH:30][C:29]([C:32]([N:34]([CH3:42])[CH2:35][CH2:36][C:37]([O:39]CC)=[O:38])=[O:33])=[CH:28][CH:27]=4)[CH:19]4[CH2:24][CH2:23][CH2:22][CH2:21][CH2:20]4)=[C:15]([CH3:43])[C:14]=3[CH:44]=2)=[CH:4][CH:3]=1.[OH-].[Na+]. The catalyst is C(O)C. The product is [Cl:1][C:2]1[N:7]=[CH:6][C:5]([CH2:8][O:9][C:10]2[CH:11]=[CH:12][C:13]3[O:17][C:16]([CH:18]([NH:25][C:26]4[CH:27]=[CH:28][C:29]([C:32]([N:34]([CH3:42])[CH2:35][CH2:36][C:37]([OH:39])=[O:38])=[O:33])=[CH:30][CH:31]=4)[CH:19]4[CH2:24][CH2:23][CH2:22][CH2:21][CH2:20]4)=[C:15]([CH3:43])[C:14]=3[CH:44]=2)=[CH:4][CH:3]=1. The yield is 0.850. (7) The reactants are [OH:1][C:2]1[CH2:7][CH:6]([CH3:8])[O:5][C:4](=[O:9])[CH:3]=1.[C:10](O)(=[O:12])[CH3:11].C1(N=C=NC2CCCCC2)CCCCC1.CC1CC(OC(=O)C)=CC(=O)O1. The catalyst is CN(C)C1C=CN=CC=1.C1(C)C=CC=CC=1.CCCCCC.C(OCC)(=O)C.C(Cl)Cl.CC(C)=O.C(Cl)Cl. The product is [C:10]([C:3]1[C:4](=[O:9])[O:5][CH:6]([CH3:8])[CH2:7][C:2]=1[OH:1])(=[O:12])[CH3:11]. The yield is 0.380.